Task: Predict the product of the given reaction.. Dataset: Forward reaction prediction with 1.9M reactions from USPTO patents (1976-2016) (1) Given the reactants [Cl:1][C:2]1[N:11]=[C:10](Cl)[C:9]2[C:4](=[CH:5][CH:6]=[C:7]([CH3:13])[CH:8]=2)[N:3]=1.[NH2:14][CH2:15][CH2:16][NH:17][C:18](=[O:24])[O:19][C:20]([CH3:23])([CH3:22])[CH3:21], predict the reaction product. The product is: [Cl:1][C:2]1[N:11]=[C:10]([NH:14][CH2:15][CH2:16][NH:17][C:18](=[O:24])[O:19][C:20]([CH3:22])([CH3:21])[CH3:23])[C:9]2[C:4](=[CH:5][CH:6]=[C:7]([CH3:13])[CH:8]=2)[N:3]=1. (2) Given the reactants Br[C:2]1[CH:7]=[CH:6][CH:5]=[CH:4][C:3]=1[CH2:8][CH2:9][C:10]([N:12]([CH:22]([CH3:24])[CH3:23])[NH:13][C:14](=[O:21])[C:15]1[CH:20]=[CH:19][CH:18]=[CH:17][CH:16]=1)=[O:11].C([O-])([O-])=O.[Na+].[Na+].[F:31][C:32]1[CH:37]=[CH:36][C:35](B(O)O)=[CH:34][CH:33]=1, predict the reaction product. The product is: [F:31][C:32]1[CH:37]=[CH:36][C:35]([C:2]2[CH:7]=[CH:6][CH:5]=[CH:4][C:3]=2[CH2:8][CH2:9][C:10]([N:12]([CH:22]([CH3:24])[CH3:23])[NH:13][C:14](=[O:21])[C:15]2[CH:20]=[CH:19][CH:18]=[CH:17][CH:16]=2)=[O:11])=[CH:34][CH:33]=1. (3) Given the reactants [CH3:1][C:2]([CH3:7])([CH3:6])[C:3]([NH2:5])=[O:4].C(Cl)(=O)[C:9](Cl)=[O:10].[NH2:14][C:15]1[N:20]=[CH:19][C:18]([O:21][C:22]2[CH:27]=[CH:26][N:25]=[C:24]([NH:28][C:29](=[O:35])[O:30][C:31]([CH3:34])([CH3:33])[CH3:32])[CH:23]=2)=[CH:17][CH:16]=1.N1C=CC=CC=1, predict the reaction product. The product is: [C:3]([NH:5][C:9](=[O:10])[NH:14][C:15]1[N:20]=[CH:19][C:18]([O:21][C:22]2[CH:27]=[CH:26][N:25]=[C:24]([NH:28][C:29](=[O:35])[O:30][C:31]([CH3:32])([CH3:34])[CH3:33])[CH:23]=2)=[CH:17][CH:16]=1)(=[O:4])[C:2]([CH3:7])([CH3:6])[CH3:1]. (4) Given the reactants [Br:1][C:2]1[CH:9]=[CH:8][C:5]([CH:6]=O)=[C:4]([CH2:10][CH3:11])[CH:3]=1.[CH:12]1(NC)[CH2:14][CH2:13]1.S([O-])([O-])(=O)=O.[Mg+2].[C:23]([BH3-])#[N:24].[Na+].C(N(CC)CC)C.[C:34](O[C:34]([O:36][C:37]([CH3:40])([CH3:39])[CH3:38])=[O:35])([O:36][C:37]([CH3:40])([CH3:39])[CH3:38])=[O:35], predict the reaction product. The product is: [C:37]([O:36][C:34](=[O:35])[N:24]([CH2:6][C:5]1[CH:8]=[CH:9][C:2]([Br:1])=[CH:3][C:4]=1[CH2:10][CH3:11])[CH2:23][CH:12]1[CH2:13][CH2:14]1)([CH3:40])([CH3:39])[CH3:38].